This data is from Forward reaction prediction with 1.9M reactions from USPTO patents (1976-2016). The task is: Predict the product of the given reaction. (1) Given the reactants [CH3:1][C:2]1([N:12]2[CH2:17][CH2:16][CH:15]([N:18]3[C:26]4[C:21](=[CH:22][CH:23]=[C:24](C)[CH:25]=4)[CH2:20][C:19]3=[O:28])[CH2:14][CH2:13]2)[CH2:6][CH2:5][N:4]([C:7]([O:9][CH2:10][CH3:11])=[O:8])[CH2:3]1.CCO, predict the reaction product. The product is: [CH3:1][C:2]1([N:12]2[CH2:17][CH2:16][CH:15]([N:18]3[C:26]4[C:21](=[CH:22][CH:23]=[CH:24][CH:25]=4)[CH2:20][C:19]3=[O:28])[CH2:14][CH2:13]2)[CH2:6][CH2:5][N:4]([C:7]([O:9][CH2:10][CH3:11])=[O:8])[CH2:3]1. (2) Given the reactants [NH2:1][C:2]1[C:11]2[C:6](=[CH:7][CH:8]=[CH:9][CH:10]=2)[C:5]([Br:12])=[CH:4][C:3]=1[C:13]([OH:15])=O.F[P-](F)(F)(F)(F)F.N1(O[P+](N(C)C)(N(C)C)N(C)C)C2C=CC=CC=2N=N1.[Cl-].[OH:44][C@@H:45]1[C@@H:50]([NH3+:51])[CH2:49][CH2:48][O:47][CH2:46]1.C(N(CC)CC)C, predict the reaction product. The product is: [NH2:1][C:2]1[C:11]2[C:6](=[CH:7][CH:8]=[CH:9][CH:10]=2)[C:5]([Br:12])=[CH:4][C:3]=1[C:13]([NH:51][C@H:50]1[CH2:49][CH2:48][O:47][CH2:46][C@@H:45]1[OH:44])=[O:15]. (3) Given the reactants [C:1]([O:5][C:6]([NH:8][CH2:9][C@H:10]1[CH2:15][CH2:14][C@H:13]([C:16]([OH:18])=O)[CH2:12][CH2:11]1)=[O:7])([CH3:4])([CH3:3])[CH3:2].C(Cl)Cl.[C:22]([N:27]1[CH2:32][CH2:31][NH:30][CH2:29][CH2:28]1)(=[O:26])[CH:23]([CH3:25])[CH3:24], predict the reaction product. The product is: [C:1]([O:5][C:6](=[O:7])[NH:8][CH2:9][CH:10]1[CH2:11][CH2:12][CH:13]([C:16]([N:30]2[CH2:31][CH2:32][N:27]([C:22](=[O:26])[CH:23]([CH3:24])[CH3:25])[CH2:28][CH2:29]2)=[O:18])[CH2:14][CH2:15]1)([CH3:2])([CH3:3])[CH3:4]. (4) Given the reactants [Li+].C[Si]([N-][Si](C)(C)C)(C)C.[O:11]1[CH2:16][CH2:15][C:14](=[O:17])[CH2:13][CH2:12]1.[F:18][C:19]([F:39])([F:38])[S:20](N(C1C=CC(Cl)=CN=1)[S:20]([C:19]([F:39])([F:38])[F:18])(=[O:22])=[O:21])(=[O:22])=[O:21], predict the reaction product. The product is: [F:18][C:19]([F:39])([F:38])[S:20]([O:17][C:14]1[CH2:13][CH2:12][O:11][CH2:16][CH:15]=1)(=[O:22])=[O:21]. (5) Given the reactants C(O[C:9](=O)[N:10](C)[CH2:11][C:12]1[C:24]2[C:23]3[CH2:22][CH2:21][CH2:20][CH2:19][C:18]=3[C:17](=[O:25])[NH:16][C:15]=2[N:14]([CH3:26])[N:13]=1)C1C=CC=CC=1, predict the reaction product. The product is: [CH3:26][N:14]1[C:15]2[NH:16][C:17](=[O:25])[C:18]3[CH2:19][CH2:20][CH2:21][CH2:22][C:23]=3[C:24]=2[C:12]([CH2:11][NH:10][CH3:9])=[N:13]1. (6) Given the reactants [O:1]=[C:2]1[O:8][C@H:7]([C@H:9]([CH2:11][OH:12])[OH:10])[C:5]([OH:6])=[C:3]1[OH:4].[O-2].[Mg+2:14], predict the reaction product. The product is: [O:1]=[C:2]1[O:8][C@H:7]([C@H:9]([CH2:11][OH:12])[OH:10])[C:5]([O-:6])=[C:3]1[OH:4].[Mg+2:14].[O:1]=[C:2]1[O:8][C@H:7]([C@H:9]([CH2:11][OH:12])[OH:10])[C:5]([O-:6])=[C:3]1[OH:4].